This data is from Reaction yield outcomes from USPTO patents with 853,638 reactions. The task is: Predict the reaction yield, written as a fraction of the theoretical maximum amount of product (1.0 means a 100% yield; for example, 0.34 means a 34% yield). (1) The reactants are CC([S@@]([NH:7][C@:8]([C:19]1[CH:24]=[CH:23][CH:22]=[CH:21][C:20]=1[F:25])([CH2:12][C@H:13]([OH:18])[C:14]([F:17])([F:16])[F:15])[CH:9]([F:11])[F:10])=O)(C)C.Cl. The catalyst is CO. The product is [NH2:7][C@@:8]([C:19]1[CH:24]=[CH:23][CH:22]=[CH:21][C:20]=1[F:25])([CH:9]([F:11])[F:10])[CH2:12][C@H:13]([OH:18])[C:14]([F:17])([F:16])[F:15]. The yield is 0.877. (2) The reactants are [N:1]1[C:10]2[C:5](=[CH:6][CH:7]=[CH:8][CH:9]=2)[CH:4]=[CH:3][C:2]=1[N:11]1[CH2:14][CH:13]([OH:15])[CH2:12]1.C([O-])([O-])=O.[Cs+].[Cs+].[Br:22][C:23]1[CH:24]=[N:25][CH:26]=[CH:27][C:28]=1Cl. The catalyst is CN(C=O)C.O. The product is [Br:22][C:23]1[CH:24]=[N:25][CH:26]=[CH:27][C:28]=1[O:15][CH:13]1[CH2:12][N:11]([C:2]2[CH:3]=[CH:4][C:5]3[C:10](=[CH:9][CH:8]=[CH:7][CH:6]=3)[N:1]=2)[CH2:14]1. The yield is 0.610. (3) The reactants are [C:1]([NH2:7])(=[O:6])[C:2]([CH3:5])([CH3:4])[CH3:3].CC1(C)C2C(=C(P(C3C=CC=CC=3)C3C=CC=CC=3)C=CC=2)OC2C(P(C3C=CC=CC=3)C3C=CC=CC=3)=CC=CC1=2.C(=O)([O-])[O-].[Cs+].[Cs+].Cl[C:57]1[CH:62]=[C:61]([O:63][CH:64]2[CH2:73][CH2:72][C:71]3[CH:70]=[C:69]([C:74]([O:76][CH3:77])=[O:75])[CH:68]=[CH:67][C:66]=3[CH2:65]2)[CH:60]=[CH:59][N:58]=1. The catalyst is O1CCOCC1.C1C=CC(/C=C/C(/C=C/C2C=CC=CC=2)=O)=CC=1.C1C=CC(/C=C/C(/C=C/C2C=CC=CC=2)=O)=CC=1.C1C=CC(/C=C/C(/C=C/C2C=CC=CC=2)=O)=CC=1.[Pd].[Pd]. The product is [CH3:3][C:2]([CH3:5])([CH3:4])[C:1]([NH:7][C:57]1[CH:62]=[C:61]([O:63][CH:64]2[CH2:73][CH2:72][C:71]3[CH:70]=[C:69]([C:74]([O:76][CH3:77])=[O:75])[CH:68]=[CH:67][C:66]=3[CH2:65]2)[CH:60]=[CH:59][N:58]=1)=[O:6]. The yield is 0.610.